From a dataset of Catalyst prediction with 721,799 reactions and 888 catalyst types from USPTO. Predict which catalyst facilitates the given reaction. (1) Reactant: Br[C:2]1[O:3][C:4]2[CH:10]=[CH:9][C:8]([CH2:11][C:12]([O:14][CH3:15])=[O:13])=[CH:7][C:5]=2[CH:6]=1.C([Mg]Cl)(C)C.[CH3:21][C:22]1[N:29]=[CH:28][CH:27]=[CH:26][C:23]=1[CH:24]=[O:25]. Product: [OH:25][CH:24]([C:23]1[C:22]([CH3:21])=[N:29][CH:28]=[CH:27][CH:26]=1)[C:2]1[O:3][C:4]2[CH:10]=[CH:9][C:8]([CH2:11][C:12]([O:14][CH3:15])=[O:13])=[CH:7][C:5]=2[CH:6]=1. The catalyst class is: 1. (2) Reactant: [C:1]([C:3]1[N:11]=[CH:10][C:9]2[N:8]([CH2:12][O:13][CH2:14][CH2:15][Si:16]([CH3:19])([CH3:18])[CH3:17])[C:7]3[N:20]=[CH:21][CH:22]=[C:23]([N:24]4[CH2:28][CH2:27][C@H:26]([NH:29][C:30](=[O:36])[O:31][C:32]([CH3:35])([CH3:34])[CH3:33])[CH2:25]4)[C:6]=3[C:5]=2[CH:4]=1)#[N:2].[H-].[Na+].I[CH2:40][CH3:41]. Product: [C:1]([C:3]1[N:11]=[CH:10][C:9]2[N:8]([CH2:12][O:13][CH2:14][CH2:15][Si:16]([CH3:19])([CH3:18])[CH3:17])[C:7]3[N:20]=[CH:21][CH:22]=[C:23]([N:24]4[CH2:28][CH2:27][C@H:26]([N:29]([CH2:40][CH3:41])[C:30](=[O:36])[O:31][C:32]([CH3:33])([CH3:35])[CH3:34])[CH2:25]4)[C:6]=3[C:5]=2[CH:4]=1)#[N:2]. The catalyst class is: 7. (3) Reactant: [OH:1][C:2]1[CH:11]=[CH:10][C:5]([C:6]([O:8][CH3:9])=[O:7])=[CH:4][CH:3]=1.C([O-])([O-])=O.[K+].[K+].Cl.Cl[CH2:20][CH2:21][N:22]1[CH2:27][CH2:26][O:25][CH2:24][CH2:23]1. Product: [N:22]1([CH2:21][CH2:20][O:1][C:2]2[CH:3]=[CH:4][C:5]([C:6]([O:8][CH3:9])=[O:7])=[CH:10][CH:11]=2)[CH2:27][CH2:26][O:25][CH2:24][CH2:23]1. The catalyst class is: 3. (4) Reactant: [CH2:1]([O:3][C:4]1[CH:12]=[CH:11][C:7]([C:8]([OH:10])=O)=[CH:6][CH:5]=1)[CH3:2].[Cl-].[CH3:14][O:15][C:16]1[CH:31]=[CH:30][C:19]([C:20]([NH:22][C:23]2[C:24]([NH2:29])=[CH:25][CH:26]=[CH:27][CH:28]=2)=[O:21])=[CH:18][CH:17]=1.C(N(CC)CC)C. Product: [CH3:14][O:15][C:16]1[CH:17]=[CH:18][C:19]([C:20]([NH:22][C:23]2[C:24]([NH:29][C:8](=[O:10])[C:7]3[CH:6]=[CH:5][C:4]([O:3][CH2:1][CH3:2])=[CH:12][CH:11]=3)=[CH:25][CH:26]=[CH:27][CH:28]=2)=[O:21])=[CH:30][CH:31]=1. The catalyst class is: 454.